Dataset: Full USPTO retrosynthesis dataset with 1.9M reactions from patents (1976-2016). Task: Predict the reactants needed to synthesize the given product. (1) Given the product [O:18]1[CH2:19][CH2:20][N:15]([C:2]2[CH:11]=[N:10][C:9]3[C:4](=[CH:5][CH:6]=[C:7]([N+:12]([O-:14])=[O:13])[CH:8]=3)[N:3]=2)[CH2:16][CH2:17]1, predict the reactants needed to synthesize it. The reactants are: Cl[C:2]1[CH:11]=[N:10][C:9]2[C:4](=[CH:5][CH:6]=[C:7]([N+:12]([O-:14])=[O:13])[CH:8]=2)[N:3]=1.[NH:15]1[CH2:20][CH2:19][O:18][CH2:17][CH2:16]1. (2) Given the product [CH2:1]([O:3][C:4]([C@H:5]1[C@H:6]([CH2:7][C@H:8]([CH2:12][C:13]2[CH:18]=[CH:17][C:16]([O:19][CH3:20])=[C:15]([O:21][CH2:22][CH2:23][CH2:24][O:25][CH3:26])[CH:14]=2)[CH:9]([CH3:11])[CH3:10])[CH2:44][N:30]([CH2:36][C:37]2[CH:42]=[CH:41][CH:40]=[CH:39][CH:38]=2)[CH2:31]1)=[O:27])[CH3:2], predict the reactants needed to synthesize it. The reactants are: [CH2:1]([O:3][C:4](=[O:27])[CH:5]=[CH:6][CH2:7][C@H:8]([CH2:12][C:13]1[CH:18]=[CH:17][C:16]([O:19][CH3:20])=[C:15]([O:21][CH2:22][CH2:23][CH2:24][O:25][CH3:26])[CH:14]=1)[CH:9]([CH3:11])[CH3:10])[CH3:2].CO[N:30]([CH2:36][C:37]1[CH:42]=[CH:41][CH:40]=[CH:39][CH:38]=1)[CH2:31][Si](C)(C)C.F[C:44](F)(F)C(O)=O.C([O-])(O)=O.[Na+].